This data is from Forward reaction prediction with 1.9M reactions from USPTO patents (1976-2016). The task is: Predict the product of the given reaction. (1) Given the reactants [CH3:1][C:2]1[CH:20]=[CH:19][C:5]([C:6]([NH:8][C:9]2[CH:10]=[C:11]3[C:16](=[CH:17][CH:18]=2)[CH2:15][NH:14][CH2:13][CH2:12]3)=[O:7])=[C:4]([N:21]2[CH2:26][CH2:25][CH:24]([CH3:27])[CH2:23][CH2:22]2)[N:3]=1.C(N(CC)CC)C.CS(O[CH2:40][C:41]1[N:45]=[CH:44][N:43]([C:46]([C:59]2[CH:64]=[CH:63][CH:62]=[CH:61][CH:60]=2)([C:53]2[CH:58]=[CH:57][CH:56]=[CH:55][CH:54]=2)[C:47]2[CH:52]=[CH:51][CH:50]=[CH:49][CH:48]=2)[N:42]=1)(=O)=O.O, predict the reaction product. The product is: [CH3:1][C:2]1[CH:20]=[CH:19][C:5]([C:6]([NH:8][C:9]2[CH:10]=[C:11]3[C:16](=[CH:17][CH:18]=2)[CH2:15][N:14]([CH2:40][C:41]2[N:45]=[CH:44][N:43]([C:46]([C:47]4[CH:52]=[CH:51][CH:50]=[CH:49][CH:48]=4)([C:53]4[CH:54]=[CH:55][CH:56]=[CH:57][CH:58]=4)[C:59]4[CH:64]=[CH:63][CH:62]=[CH:61][CH:60]=4)[N:42]=2)[CH2:13][CH2:12]3)=[O:7])=[C:4]([N:21]2[CH2:26][CH2:25][CH:24]([CH3:27])[CH2:23][CH2:22]2)[N:3]=1. (2) Given the reactants [H-].[Na+].[CH2:3]([O:10][C:11]1[C:12]([O:22][CH3:23])=[CH:13][C:14](Br)=[C:15]([NH:17][C:18](=[S:20])[CH3:19])[CH:16]=1)[C:4]1[CH:9]=[CH:8][CH:7]=[CH:6][CH:5]=1, predict the reaction product. The product is: [CH2:3]([O:10][C:11]1[C:12]([O:22][CH3:23])=[CH:13][C:14]2[S:20][C:18]([CH3:19])=[N:17][C:15]=2[CH:16]=1)[C:4]1[CH:9]=[CH:8][CH:7]=[CH:6][CH:5]=1. (3) Given the reactants [CH2:1]([O:3][C:4]1[CH:12]=[C:11]2[C:7]([CH:8]=[N:9][NH:10]2)=[CH:6][C:5]=1[NH:13][C:14]1[C:15]2[C:22]3[CH2:23][CH2:24][CH:25]([C:27](O)=[O:28])[CH2:26][C:21]=3[S:20][C:16]=2[N:17]=[CH:18][N:19]=1)[CH3:2].[CH3:30][NH:31][CH2:32][CH2:33][CH3:34], predict the reaction product. The product is: [CH2:1]([O:3][C:4]1[CH:12]=[C:11]2[C:7]([CH:8]=[N:9][NH:10]2)=[CH:6][C:5]=1[NH:13][C:14]1[C:15]2[C:22]3[CH2:23][CH2:24][CH:25]([C:27]([N:31]([CH3:30])[CH2:32][CH2:33][CH3:34])=[O:28])[CH2:26][C:21]=3[S:20][C:16]=2[N:17]=[CH:18][N:19]=1)[CH3:2]. (4) Given the reactants Cl[C:2]1[CH:3]=[CH:4][C:5]2[N:6]([C:8]([C:11]3[CH:25]=[CH:24][C:14]([CH2:15][NH:16][C:17](=[O:23])[O:18][C:19]([CH3:22])([CH3:21])[CH3:20])=[CH:13][CH:12]=3)=[CH:9][N:10]=2)[N:7]=1.[CH:26]#[C:27][CH2:28][CH2:29][CH3:30].N#N, predict the reaction product. The product is: [C:26]([C:2]1[CH:3]=[CH:4][C:5]2[N:6]([C:8]([C:11]3[CH:25]=[CH:24][C:14]([CH2:15][NH:16][C:17](=[O:23])[O:18][C:19]([CH3:22])([CH3:21])[CH3:20])=[CH:13][CH:12]=3)=[CH:9][N:10]=2)[N:7]=1)#[C:27][CH2:28][CH2:29][CH3:30]. (5) Given the reactants [F:1][C:2]1[C:3]([C:17]#[N:18])=[CH:4][C:5]2[N:9]=[CH:8][N:7]([CH:10]3[CH2:15][CH2:14][CH2:13][CH2:12][O:11]3)[C:6]=2[CH:16]=1, predict the reaction product. The product is: [F:1][C:2]1[C:3]([CH2:17][NH2:18])=[CH:4][C:5]2[N:9]=[CH:8][N:7]([CH:10]3[CH2:15][CH2:14][CH2:13][CH2:12][O:11]3)[C:6]=2[CH:16]=1. (6) Given the reactants N([C:6]([O:8][C:9]([CH3:12])(C)C)=[O:7])CC(O)=O.[CH3:13]N1CCOCC1.C(OC(Cl)=O)C(C)C.N1[CH2:37][CH2:36][CH2:34][C@H:33]1[C:38](N[C@H:33]([C:38](O)=O)[C@H:34]([CH2:36][CH3:37])C)=O.Cl, predict the reaction product. The product is: [C:6]([O:8][CH2:9][CH3:12])(=[O:7])[CH3:13].[CH3:38][CH2:33][CH2:34][CH2:36][CH3:37]. (7) The product is: [OH:41][C:42]1[CH:49]=[CH:48][C:45]([CH2:46][NH:1][CH2:2][CH2:3][NH:4][C:5]([C:7]2[CH:8]=[C:9]([CH:38]=[CH:39][CH:40]=2)[C:10]([CH2:12][NH:13][CH2:14][CH2:15][N:16]2[CH2:21][CH2:20][CH:19]([O:22][C:23](=[O:37])[NH:24][C:25]3[CH:30]=[CH:29][CH:28]=[CH:27][C:26]=3[C:31]3[CH:36]=[CH:35][CH:34]=[CH:33][CH:32]=3)[CH2:18][CH2:17]2)=[O:11])=[O:6])=[CH:44][CH:43]=1. Given the reactants [NH2:1][CH2:2][CH2:3][NH:4][C:5]([C:7]1[CH:8]=[C:9]([CH:38]=[CH:39][CH:40]=1)[C:10]([CH2:12][NH:13][CH2:14][CH2:15][N:16]1[CH2:21][CH2:20][CH:19]([O:22][C:23](=[O:37])[NH:24][C:25]2[CH:30]=[CH:29][CH:28]=[CH:27][C:26]=2[C:31]2[CH:36]=[CH:35][CH:34]=[CH:33][CH:32]=2)[CH2:18][CH2:17]1)=[O:11])=[O:6].[OH:41][C:42]1[CH:49]=[CH:48][C:45]([CH:46]=O)=[CH:44][CH:43]=1.[BH-](OC(C)=O)(OC(C)=O)OC(C)=O.[Na+], predict the reaction product. (8) Given the reactants [CH3:1][O:2][C:3]1[CH:8]=[CH:7][C:6]([Mg]Br)=[CH:5][CH:4]=1.[CH3:11][O:12][C:13]1[CH:14]=[C:15]2[C:19](=[CH:20][CH:21]=1)[NH:18][C:17](=[O:22])[C:16]2=[O:23], predict the reaction product. The product is: [OH:23][C:16]1([C:6]2[CH:7]=[CH:8][C:3]([O:2][CH3:1])=[CH:4][CH:5]=2)[C:15]2[C:19](=[CH:20][CH:21]=[C:13]([O:12][CH3:11])[CH:14]=2)[NH:18][C:17]1=[O:22]. (9) Given the reactants [Cl:1][C:2]1[C:10]2[N:6]([C:7]([CH2:14][CH2:15][O:16][CH3:17])=[CH:8][C:9]=2[C:11]([OH:13])=O)[CH:5]=[CH:4][CH:3]=1.Cl.[NH2:19][CH2:20][C:21]1([OH:29])[CH2:28][CH2:27][CH2:26][C:23]2([CH2:25][CH2:24]2)[CH2:22]1.Cl.CN(C)CCCN=C=NCC.N1(O)C2C=CC=CC=2N=N1.C(N(C(C)C)C(C)C)C, predict the reaction product. The product is: [Cl:1][C:2]1[C:10]2[N:6]([C:7]([CH2:14][CH2:15][O:16][CH3:17])=[CH:8][C:9]=2[C:11]([NH:19][CH2:20][C:21]2([OH:29])[CH2:28][CH2:27][CH2:26][C:23]3([CH2:25][CH2:24]3)[CH2:22]2)=[O:13])[CH:5]=[CH:4][CH:3]=1. (10) Given the reactants [Cl:1][C:2]1[CH:3]=[C:4]([C:8]#[CH:9])[CH:5]=[CH:6][CH:7]=1.[CH2:10]([O:12][C:13]([N:15]1[CH2:20][CH2:19][NH:18][CH2:17][CH2:16]1)=[O:14])[CH3:11].[N:21]1[CH:26]=[CH:25][CH:24]=[C:23]([CH:27]=O)[CH:22]=1, predict the reaction product. The product is: [CH2:10]([O:12][C:13]([N:15]1[CH2:16][CH2:17][N:18]([CH:27]([C:23]2[CH:22]=[N:21][CH:26]=[CH:25][CH:24]=2)[C:9]#[C:8][C:4]2[CH:5]=[CH:6][CH:7]=[C:2]([Cl:1])[CH:3]=2)[CH2:19][CH2:20]1)=[O:14])[CH3:11].